Dataset: Full USPTO retrosynthesis dataset with 1.9M reactions from patents (1976-2016). Task: Predict the reactants needed to synthesize the given product. (1) Given the product [OH:8][C:9]1[CH:14]=[N:13][CH:12]=[C:11]2[S:15][C:16]([C:18]([O:20][CH3:21])=[O:19])=[CH:17][C:10]=12, predict the reactants needed to synthesize it. The reactants are: C([O:8][C:9]1[CH:14]=[N:13][CH:12]=[C:11]2[S:15][C:16]([C:18]([O:20][CH3:21])=[O:19])=[CH:17][C:10]=12)C1C=CC=CC=1.CC(C)=O.CCCCCC. (2) Given the product [CH3:1][C@H:2]1[C@@H:7]([N:8]([C:10]2[N:18]=[CH:17][N:16]=[C:15]3[C:11]=2[CH:12]=[CH:13][NH:14]3)[CH3:9])[CH2:6][N:5]([C:19]([CH2:21][C:22]#[N:23])=[O:20])[CH2:4][CH2:3]1.[CH2:37]([C:32]([OH:33])([C:34]([OH:36])=[O:35])[CH2:31][C:30]([OH:42])=[O:41])[C:38]([OH:40])=[O:39], predict the reactants needed to synthesize it. The reactants are: [CH3:1][C@H:2]1[C@@H:7]([N:8]([C:10]2[N:18]=[CH:17][N:16]=[C:15]3[C:11]=2[CH:12]=[CH:13][NH:14]3)[CH3:9])[CH2:6][N:5]([C:19]([CH2:21][C:22]#[N:23])=[O:20])[CH2:4][CH2:3]1.Cl.O.O.O.O.O.[C:30]([O-:42])(=[O:41])[CH2:31][C:32]([CH2:37][C:38]([O-:40])=[O:39])([C:34]([O-:36])=[O:35])[OH:33].[Mg+2].[C:30]([O-:42])(=[O:41])[CH2:31][C:32]([CH2:37][C:38]([O-:40])=[O:39])([C:34]([O-:36])=[O:35])[OH:33].[Mg+2].[Mg+2].Cl.O1CCOCC1.